Dataset: Full USPTO retrosynthesis dataset with 1.9M reactions from patents (1976-2016). Task: Predict the reactants needed to synthesize the given product. (1) The reactants are: Cl[C:2]1[C:11]([CH3:12])=[C:10](Cl)[C:9]2[C:4](=[N:5][CH:6]=[CH:7][CH:8]=2)[N:3]=1.O.[C:15]1(B(O)O)[CH:20]=[CH:19][CH:18]=[CH:17][CH:16]=1.C([O-])([O-])=O.[Na+].[Na+]. Given the product [CH3:12][C:11]1[C:2]([C:15]2[CH:20]=[CH:19][CH:18]=[CH:17][CH:16]=2)=[N:3][C:4]2[C:9]([C:10]=1[C:15]1[CH:20]=[CH:19][CH:18]=[CH:17][CH:16]=1)=[CH:8][CH:7]=[CH:6][N:5]=2, predict the reactants needed to synthesize it. (2) Given the product [CH:19]1([CH:17]([C:3]2[O:4][C:5]3[CH:10]=[CH:9][C:8]([N:11]4[CH2:16][CH2:15][O:14][CH2:13][CH2:12]4)=[CH:7][C:6]=3[C:2]=2[CH3:1])[OH:18])[CH2:24][CH2:23][CH2:22][CH2:21][CH2:20]1, predict the reactants needed to synthesize it. The reactants are: [CH3:1][C:2]1[C:6]2[CH:7]=[C:8]([N:11]3[CH2:16][CH2:15][O:14][CH2:13][CH2:12]3)[CH:9]=[CH:10][C:5]=2[O:4][C:3]=1[CH:17]=[O:18].[CH:19]1([Mg]Br)[CH2:24][CH2:23][CH2:22][CH2:21][CH2:20]1.